Dataset: Forward reaction prediction with 1.9M reactions from USPTO patents (1976-2016). Task: Predict the product of the given reaction. (1) The product is: [C:27]([C:7]1[C:17]2[CH2:16][CH2:15][N:14]([C:18]([O:20][C:21]([CH3:24])([CH3:23])[CH3:22])=[O:19])[CH2:13][CH2:12][C:11]=2[CH:10]=[CH:9][CH:8]=1)#[N:28]. Given the reactants FC(F)(F)S(O[C:7]1[C:17]2[CH2:16][CH2:15][N:14]([C:18]([O:20][C:21]([CH3:24])([CH3:23])[CH3:22])=[O:19])[CH2:13][CH2:12][C:11]=2[CH:10]=[CH:9][CH:8]=1)(=O)=O.[CH3:27][N:28](C=O)C, predict the reaction product. (2) Given the reactants Cl[CH2:2][C:3](=[O:10])[CH2:4][C:5]([O:7][CH2:8][CH3:9])=[O:6].[CH3:11][S-:12].[Na+], predict the reaction product. The product is: [CH2:8]([O:7][C:5](=[O:6])[CH2:4][C:3](=[O:10])[CH2:2][S:12][CH3:11])[CH3:9]. (3) Given the reactants CCN(CC)CC.O1CC[O:10][C:9]21[CH2:19][CH:18]1[CH2:20][CH:14]([CH2:15][NH:16][CH2:17]1)[CH2:13]2.Cl[C:22]([O:24][CH2:25][C:26]1[CH:31]=[CH:30][CH:29]=[CH:28][CH:27]=1)=[O:23].Cl, predict the reaction product. The product is: [O:10]=[C:9]1[CH2:13][CH:14]2[CH2:20][CH:18]([CH2:17][N:16]([C:22]([O:24][CH2:25][C:26]3[CH:31]=[CH:30][CH:29]=[CH:28][CH:27]=3)=[O:23])[CH2:15]2)[CH2:19]1. (4) Given the reactants [CH3:1][O:2][C:3]1[CH:8]=[CH:7][C:6]([S:9]([NH:12][C:13]2[CH:14]=[C:15](/[C:19](/[C:26]3[CH:31]=[CH:30][CH:29]=[CH:28][CH:27]=3)=[CH:20]\[C:21]([O:23]CC)=[O:22])[CH:16]=[CH:17][CH:18]=2)(=[O:11])=[O:10])=[CH:5][CH:4]=1.[OH-].[Na+], predict the reaction product. The product is: [CH3:1][O:2][C:3]1[CH:4]=[CH:5][C:6]([S:9]([NH:12][C:13]2[CH:14]=[C:15](/[C:19](/[C:26]3[CH:31]=[CH:30][CH:29]=[CH:28][CH:27]=3)=[CH:20]\[C:21]([OH:23])=[O:22])[CH:16]=[CH:17][CH:18]=2)(=[O:10])=[O:11])=[CH:7][CH:8]=1. (5) Given the reactants Cl.O1CCOCC1.[Br:8][C:9]1[CH:14]=[C:13]([Cl:15])[CH:12]=[CH:11][C:10]=1[C@@H:16]([NH:26]C(=O)OC(C)(C)C)[C@@H:17]([C:19]1[CH:24]=[CH:23][CH:22]=[C:21]([Cl:25])[CH:20]=1)[OH:18], predict the reaction product. The product is: [NH2:26][C@H:16]([C:10]1[CH:11]=[CH:12][C:13]([Cl:15])=[CH:14][C:9]=1[Br:8])[C@@H:17]([C:19]1[CH:24]=[CH:23][CH:22]=[C:21]([Cl:25])[CH:20]=1)[OH:18].